Dataset: Forward reaction prediction with 1.9M reactions from USPTO patents (1976-2016). Task: Predict the product of the given reaction. (1) Given the reactants [CH2:1]([O:8][C:9]1[CH:14]=[CH:13][C:12](Br)=[CH:11][C:10]=1[C@@H:16]([C:26]1[CH:31]=[CH:30][CH:29]=[CH:28][CH:27]=1)[CH2:17][CH2:18][N:19]([CH:23]([CH3:25])[CH3:24])[CH:20]([CH3:22])[CH3:21])[C:2]1[CH:7]=[CH:6][CH:5]=[CH:4][CH:3]=1.[CH2:32]([O:36][CH2:37][CH2:38][CH2:39][CH2:40][CH2:41][C:42]#[N:43])[CH2:33][CH:34]=[CH2:35].C(N(C(C)C)CC)(C)C.C1(C)C=CC=CC=1P(C1C=CC=CC=1C)C1C=CC=CC=1C, predict the reaction product. The product is: [NH3:19].[CH2:1]([O:8][C:9]1[CH:14]=[CH:13][C:12](/[CH:35]=[CH:34]/[CH2:33][CH2:32][O:36][CH2:37][CH2:38][CH2:39][CH2:40][CH2:41][C:42]#[N:43])=[CH:11][C:10]=1[C@@H:16]([C:26]1[CH:31]=[CH:30][CH:29]=[CH:28][CH:27]=1)[CH2:17][CH2:18][N:19]([CH:23]([CH3:25])[CH3:24])[CH:20]([CH3:22])[CH3:21])[C:2]1[CH:7]=[CH:6][CH:5]=[CH:4][CH:3]=1. (2) Given the reactants [O:1]=[S:2]1(=[O:32])[CH:6]=[CH:5][C:4]2[CH:7]=[C:8]([C:11]3[CH:31]=[CH:30][C:14]([O:15][CH2:16][CH:17]4[CH2:22][CH2:21][N:20]([C:23]([O:25][C:26]([CH3:29])([CH3:28])[CH3:27])=[O:24])[CH2:19][CH2:18]4)=[CH:13][CH:12]=3)[CH:9]=[CH:10][C:3]1=2.[H][H], predict the reaction product. The product is: [O:32]=[S:2]1(=[O:1])[CH2:6][CH2:5][C:4]2[CH:7]=[C:8]([C:11]3[CH:12]=[CH:13][C:14]([O:15][CH2:16][CH:17]4[CH2:18][CH2:19][N:20]([C:23]([O:25][C:26]([CH3:27])([CH3:28])[CH3:29])=[O:24])[CH2:21][CH2:22]4)=[CH:30][CH:31]=3)[CH:9]=[CH:10][C:3]1=2.